From a dataset of CYP1A2 inhibition data for predicting drug metabolism from PubChem BioAssay. Regression/Classification. Given a drug SMILES string, predict its absorption, distribution, metabolism, or excretion properties. Task type varies by dataset: regression for continuous measurements (e.g., permeability, clearance, half-life) or binary classification for categorical outcomes (e.g., BBB penetration, CYP inhibition). Dataset: cyp1a2_veith. (1) The molecule is O=C(Nc1ccc(Cl)cc1)OC(CN1CCCCC1)C(F)(F)F. The result is 1 (inhibitor). (2) The compound is Cc1ccccc1CN1CCN(CC(=O)NCCCN2CCN(c3ccc(F)cc3)CC2)C1=O. The result is 0 (non-inhibitor).